Dataset: Catalyst prediction with 721,799 reactions and 888 catalyst types from USPTO. Task: Predict which catalyst facilitates the given reaction. (1) Reactant: [C:1]([O:4][CH2:5][CH2:6][CH:7]1[C:11]2[CH:12]=[C:13]([C:16]3[C:24]4[C:19](=[CH:20][C:21]([F:25])=[CH:22][CH:23]=4)[N:18](C(OC(C)(C)C)=O)[CH:17]=3)[CH:14]=[CH:15][C:10]=2[S:9](=[O:34])(=[O:33])[N:8]1C(C)(C)C)(=[O:3])[CH3:2]. Product: [C:1]([O:4][CH2:5][CH2:6][CH:7]1[C:11]2[CH:12]=[C:13]([C:16]3[C:24]4[C:19](=[CH:20][C:21]([F:25])=[CH:22][CH:23]=4)[NH:18][CH:17]=3)[CH:14]=[CH:15][C:10]=2[S:9](=[O:33])(=[O:34])[NH:8]1)(=[O:3])[CH3:2]. The catalyst class is: 67. (2) Reactant: [CH3:1][C:2]1[NH:3][C:4](=[O:26])[C:5]([CH2:11][C:12]2[CH:17]=[CH:16][C:15]([C:18]3[C:19]([C:24]#[N:25])=[CH:20][CH:21]=[CH:22][CH:23]=3)=[CH:14][CH:13]=2)=[C:6]([CH2:8][CH2:9][CH3:10])[N:7]=1.N(C(N1CCCCC1)=O)=NC(N1CCCCC1)=O.C(P(CCCC)CCCC)CCC.[CH3:58][N:59]1[C:67]2[C:62](=[CH:63][CH:64]=[CH:65][CH:66]=2)[C:61]([CH2:68]O)=[N:60]1. Product: [CH3:1][C:2]1[N:3]([CH2:68][C:61]2[C:62]3[C:67](=[CH:66][CH:65]=[CH:64][CH:63]=3)[N:59]([CH3:58])[N:60]=2)[C:4](=[O:26])[C:5]([CH2:11][C:12]2[CH:17]=[CH:16][C:15]([C:18]3[C:19]([C:24]#[N:25])=[CH:20][CH:21]=[CH:22][CH:23]=3)=[CH:14][CH:13]=2)=[C:6]([CH2:8][CH2:9][CH3:10])[N:7]=1. The catalyst class is: 7. (3) Reactant: N#N.[NH:3]1[C:11]2[C:6](=[CH:7][C:8](/[C:12](/[C:24]3[CH:29]=[CH:28][C:27](/[CH:30]=[CH:31]/[C:32]([OH:34])=[O:33])=[CH:26][CH:25]=3)=[C:13](/[C:16]3[CH:21]=[CH:20][CH:19]=[C:18]([O:22]C)[CH:17]=3)\[CH2:14][CH3:15])=[CH:9][CH:10]=2)[CH:5]=[N:4]1.B(Br)(Br)Br. Product: [OH:22][C:18]1[CH:17]=[C:16](/[C:13](/[CH2:14][CH3:15])=[C:12](\[C:24]2[CH:29]=[CH:28][C:27](/[CH:30]=[CH:31]/[C:32]([OH:34])=[O:33])=[CH:26][CH:25]=2)/[C:8]2[CH:7]=[C:6]3[C:11](=[CH:10][CH:9]=2)[NH:3][N:4]=[CH:5]3)[CH:21]=[CH:20][CH:19]=1. The catalyst class is: 2. (4) Reactant: [F:1][C:2]1[CH:15]=[CH:14][C:5]([CH2:6][N:7]2[CH2:12][CH2:11][NH:10][CH2:9][C:8]2=[O:13])=[CH:4][CH:3]=1.C([O:18][CH:19]=[C:20]([C:26](OCC)=O)[C:21]([O:23][CH2:24][CH3:25])=[O:22])C.C[Si]([N-][Si](C)(C)C)(C)C.[Li+].C1COCC1. Product: [F:1][C:2]1[CH:15]=[CH:14][C:5]([CH2:6][N:7]2[CH2:12][CH2:11][N:10]3[CH:26]=[C:20]([C:21]([O:23][CH2:24][CH3:25])=[O:22])[C:19]([OH:18])=[C:9]3[C:8]2=[O:13])=[CH:4][CH:3]=1. The catalyst class is: 11. (5) Reactant: [N:1]1[N:5]2[CH:6]=[CH:7][C:8]([C:10]([O:12]CC)=[O:11])=[CH:9][C:4]2=[C:3](C(OCC)=O)[CH:2]=1.S(=O)(=O)(O)O.[OH-].[Na+]. Product: [N:1]1[N:5]2[CH:6]=[CH:7][C:8]([C:10]([OH:12])=[O:11])=[CH:9][C:4]2=[CH:3][CH:2]=1. The catalyst class is: 6. (6) Reactant: CC[O-].[Na+].[C:5]([CH2:7][C:8]([O:10][CH2:11][CH3:12])=[O:9])#[N:6].[N:13]([C:16]1[CH:21]=[CH:20][CH:19]=[C:18]([Cl:22])[C:17]=1[F:23])=[N+:14]=[N-:15].O. Product: [NH2:6][C:5]1[N:13]([C:16]2[CH:21]=[CH:20][CH:19]=[C:18]([Cl:22])[C:17]=2[F:23])[N:14]=[N:15][C:7]=1[C:8]([O:10][CH2:11][CH3:12])=[O:9]. The catalyst class is: 14. (7) The catalyst class is: 637. Reactant: [C:1]([CH:3]([C:5]1[CH:6]=[C:7]([CH:11]=[CH:12][CH:13]=1)[C:8]([OH:10])=O)[CH3:4])#[N:2].C(Cl)(=O)C(Cl)=O.O1CCCC1.[NH2:25][C:26]1[CH:27]=[CH:28][C:29]([O:48][CH3:49])=[C:30]([CH:47]=1)[O:31][C:32]1[CH:33]=[CH:34][C:35]2[N:36]([CH:38]=[C:39]([NH:41][C:42]([CH:44]3[CH2:46][CH2:45]3)=[O:43])[N:40]=2)[N:37]=1. Product: [C:1]([CH:3]([C:5]1[CH:6]=[C:7]([CH:11]=[CH:12][CH:13]=1)[C:8]([NH:25][C:26]1[CH:27]=[CH:28][C:29]([O:48][CH3:49])=[C:30]([O:31][C:32]2[CH:33]=[CH:34][C:35]3[N:36]([CH:38]=[C:39]([NH:41][C:42]([CH:44]4[CH2:46][CH2:45]4)=[O:43])[N:40]=3)[N:37]=2)[CH:47]=1)=[O:10])[CH3:4])#[N:2]. (8) Reactant: [CH3:1][O:2][C:3]1[CH:8]=[CH:7][C:6]([C:9]2[O:13][C:12]([C:14]([N:16]3[CH2:19][CH:18]([O:20][C:21]4[CH:28]=[CH:27][C:24]([CH:25]=O)=[C:23]([CH3:29])[CH:22]=4)[CH2:17]3)=[O:15])=[N:11][N:10]=2)=[CH:5][CH:4]=1.Cl.[CH3:31][C:32]1([CH2:38][OH:39])[CH2:37][CH2:36][NH:35][CH2:34][CH2:33]1.C(N(CC)CC)C.C(O[BH-](OC(=O)C)OC(=O)C)(=O)C.[Na+]. The catalyst class is: 2. Product: [OH:39][CH2:38][C:32]1([CH3:31])[CH2:37][CH2:36][N:35]([CH2:25][C:24]2[CH:27]=[CH:28][C:21]([O:20][CH:18]3[CH2:19][N:16]([C:14]([C:12]4[O:13][C:9]([C:6]5[CH:7]=[CH:8][C:3]([O:2][CH3:1])=[CH:4][CH:5]=5)=[N:10][N:11]=4)=[O:15])[CH2:17]3)=[CH:22][C:23]=2[CH3:29])[CH2:34][CH2:33]1. (9) Reactant: [CH:1]([O:4][C:5]1[CH:35]=[CH:34][C:8]([O:9][C:10]2[CH:15]=[CH:14][C:13]([C:16]3[CH:20]=[C:19]([CH:21]([N:23]4C(=O)C5C(=CC=CC=5)C4=O)[CH3:22])[O:18][N:17]=3)=[CH:12][CH:11]=2)=[CH:7][CH:6]=1)([CH3:3])[CH3:2].O.NN. Product: [CH:1]([O:4][C:5]1[CH:35]=[CH:34][C:8]([O:9][C:10]2[CH:15]=[CH:14][C:13]([C:16]3[CH:20]=[C:19]([CH:21]([NH2:23])[CH3:22])[O:18][N:17]=3)=[CH:12][CH:11]=2)=[CH:7][CH:6]=1)([CH3:2])[CH3:3]. The catalyst class is: 429. (10) Reactant: [Br:1][C:2]1[CH:14]=[CH:13][C:5]([NH:6][CH2:7][CH2:8][C:9]([F:12])([F:11])[F:10])=[C:4]([N+:15]([O-:17])=[O:16])[CH:3]=1.[H-].[Na+].Br[CH2:21][C:22]1[CH:27]=[CH:26][CH:25]=[CH:24][CH:23]=1. The catalyst class is: 3. Product: [CH2:21]([N:6]([CH2:7][CH2:8][C:9]([F:11])([F:12])[F:10])[C:5]1[CH:13]=[CH:14][C:2]([Br:1])=[CH:3][C:4]=1[N+:15]([O-:17])=[O:16])[C:22]1[CH:27]=[CH:26][CH:25]=[CH:24][CH:23]=1.